This data is from Reaction yield outcomes from USPTO patents with 853,638 reactions. The task is: Predict the reaction yield, written as a fraction of the theoretical maximum amount of product (1.0 means a 100% yield; for example, 0.34 means a 34% yield). (1) The catalyst is C(OCC)C. The reactants are [C:1]([CH2:3][CH2:4][CH2:5][N:6]1[CH2:11][CH2:10][N:9](C(OC(C)(C)C)=O)[CH2:8][CH:7]1[CH3:19])#[N:2].[ClH:20]. The product is [ClH:20].[CH3:19][CH:7]1[CH2:8][NH:9][CH2:10][CH2:11][N:6]1[CH2:5][CH2:4][CH2:3][C:1]#[N:2]. The yield is 0.245. (2) The reactants are [CH2:1]([C:3]1[C:8](=[O:9])[NH:7][C:6]([CH3:10])=[C:5]([C:11]2[S:15][C:14]([S:16]([Cl:19])(=[O:18])=[O:17])=[CH:13][CH:12]=2)[CH:4]=1)[CH3:2].[CH3:20][N:21]([CH3:30])[C:22]1[N:27]=[CH:26][C:25]([CH2:28][NH2:29])=[CH:24][CH:23]=1. The yield is 0.550. The product is [ClH:19].[CH3:20][N:21]([CH3:30])[C:22]1[N:27]=[CH:26][C:25]([CH2:28][NH:29][S:16]([C:14]2[S:15][C:11]([C:5]3[CH:4]=[C:3]([CH2:1][CH3:2])[C:8](=[O:9])[NH:7][C:6]=3[CH3:10])=[CH:12][CH:13]=2)(=[O:18])=[O:17])=[CH:24][CH:23]=1. No catalyst specified. (3) The reactants are [NH2:1][CH2:2][C@H:3]([CH3:31])[O:4][C:5]1[CH:14]=[CH:13][CH:12]=[C:11]2[C:6]=1[C:7]([NH:15][C:16]1[CH:21]=[CH:20][C:19]([O:22][CH2:23][C:24]3[CH:29]=[CH:28][CH:27]=[CH:26][N:25]=3)=[C:18]([Cl:30])[CH:17]=1)=[N:8][CH:9]=[N:10]2.[C:32](O)(=[O:34])[CH3:33]. No catalyst specified. The product is [Cl:30][C:18]1[CH:17]=[C:16]([NH:15][C:7]2[C:6]3[C:11](=[CH:12][CH:13]=[CH:14][C:5]=3[O:4][C@@H:3]([CH3:31])[CH2:2][NH:1][C:32](=[O:34])[CH3:33])[N:10]=[CH:9][N:8]=2)[CH:21]=[CH:20][C:19]=1[O:22][CH2:23][C:24]1[CH:29]=[CH:28][CH:27]=[CH:26][N:25]=1. The yield is 0.600.